The task is: Predict the product of the given reaction.. This data is from Forward reaction prediction with 1.9M reactions from USPTO patents (1976-2016). (1) Given the reactants Cl[CH2:2][CH2:3][CH2:4][CH2:5][O:6][C:7]1[CH:12]=[CH:11][CH:10]=[CH:9][C:8]=1/[CH:13]=[CH:14]/[C:15]1[O:16][C:17]2[CH:23]=[CH:22][CH:21]=[CH:20][C:18]=2[N:19]=1.[CH2:24]([NH:26][CH2:27][CH3:28])[CH3:25].Cl, predict the reaction product. The product is: [CH2:24]([N:26]([CH2:27][CH3:28])[CH2:2][CH2:3][CH2:4][CH2:5][O:6][C:7]1[CH:12]=[CH:11][CH:10]=[CH:9][C:8]=1/[CH:13]=[CH:14]/[C:15]1[O:16][C:17]2[CH:23]=[CH:22][CH:21]=[CH:20][C:18]=2[N:19]=1)[CH3:25]. (2) Given the reactants Cl.[CH3:2][NH:3][OH:4].[OH-].[K+].[CH3:7][Si:8]([CH3:23])([CH3:22])[CH2:9][CH2:10][O:11][C:12]([O:14]N1C(=O)CCC1=O)=O, predict the reaction product. The product is: [OH:4][N:3]([CH3:2])[C:12](=[O:14])[O:11][CH2:10][CH2:9][Si:8]([CH3:7])([CH3:22])[CH3:23]. (3) Given the reactants [NH2:1][C:2]1[CH:3]=[C:4]([C:8]([NH:10][C@@:11]2([C:16]([O:18]CCCC)=[O:17])[CH2:15][CH2:14][O:13][CH2:12]2)=[O:9])[CH:5]=[N:6][CH:7]=1.[OH-].[Na+].Cl, predict the reaction product. The product is: [NH2:1][C:2]1[CH:3]=[C:4]([C:8]([NH:10][C@@:11]2([C:16]([OH:18])=[O:17])[CH2:15][CH2:14][O:13][CH2:12]2)=[O:9])[CH:5]=[N:6][CH:7]=1. (4) Given the reactants [OH:1][C@H:2]1[C@H:19](/[CH:20]=[CH:21]/[C@@H:22]([OH:28])[CH2:23][CH2:24][CH2:25][CH2:26][CH3:27])[C@H:5]2[CH2:6][C:7]3[C:12]([CH2:13][C@H:4]2[CH2:3]1)=[C:11]([O:14][CH2:15][C:16]([OH:18])=[O:17])[CH:10]=[CH:9][CH:8]=3.[OH-].[K+], predict the reaction product. The product is: [CH3:27][CH2:26][CH2:25][CH2:24][CH2:23][C@H:22]([OH:28])[CH2:21][CH2:20][C@H:19]1[C@H:2]([OH:1])[CH2:3][C@H:4]2[C@@H:5]1[CH2:6][C:7]1[C:12]([CH2:13]2)=[C:11]([O:14][CH2:15][C:16]([OH:18])=[O:17])[CH:10]=[CH:9][CH:8]=1. (5) Given the reactants [CH2:1]([S:3]([C:6]1[CH:11]=[CH:10][C:9]([C:12]2[C:17]([CH3:18])=[C:16]([N+:19]([O-])=O)[CH:15]=[CH:14][C:13]=2[O:22][CH2:23][C:24]([OH:26])=[O:25])=[CH:8][CH:7]=1)(=[O:5])=[O:4])[CH3:2].[CH3:27]COC(C)=O, predict the reaction product. The product is: [NH2:19][C:16]1[CH:15]=[CH:14][C:13]([O:22][CH2:23][C:24]([O:26][CH3:27])=[O:25])=[C:12]([C:9]2[CH:10]=[CH:11][C:6]([S:3]([CH2:1][CH3:2])(=[O:5])=[O:4])=[CH:7][CH:8]=2)[C:17]=1[CH3:18]. (6) Given the reactants Br[C:2]1[CH:7]=[CH:6][C:5]([C@H:8]2[CH2:10][C@@H:9]2[CH2:11][N:12]2[CH2:16][CH2:15][CH2:14][C@H:13]2[CH3:17])=[CH:4][CH:3]=1.Br[C:19]1[CH:24]=[CH:23][C:22]([C@H:25]2C[C@@H]2CN2CCC[C@@H]2C)=[CH:21][CH:20]=1.[NH3:35], predict the reaction product. The product is: [CH3:17][C@@H:13]1[CH2:14][CH2:15][CH2:16][N:12]1[CH2:11][C@H:9]1[CH2:10][C@@H:8]1[C:5]1[CH:6]=[CH:7][C:2]([C:19]2[CH:20]=[CH:21][C:22]([C:25]#[N:35])=[CH:23][CH:24]=2)=[CH:3][CH:4]=1. (7) Given the reactants Cl[C:2]1[CH:20]=[CH:19][C:5]2[CH:6]=[CH:7][C:8]3[CH:18]=[CH:17][CH:16]=[CH:15][C:9]=3[N:10]([C:12](=[O:14])[CH3:13])[CH2:11][C:4]=2[N:3]=1.[C:21]([C:24]1[CH:29]=[CH:28][CH:27]=[CH:26][C:25]=1B(O)O)([OH:23])=[O:22].C(N1C2C=CC=CC=2C=CC2N=C(C3C=NC(OC)=CC=3)C(F)=CC=2C1)(=O)C, predict the reaction product. The product is: [C:12]([N:10]1[C:9]2[CH:15]=[CH:16][CH:17]=[CH:18][C:8]=2[CH:7]=[CH:6][C:5]2[CH:19]=[CH:20][C:2]([C:25]3[CH:26]=[CH:27][CH:28]=[CH:29][C:24]=3[C:21]([OH:23])=[O:22])=[N:3][C:4]=2[CH2:11]1)(=[O:14])[CH3:13].